From a dataset of Reaction yield outcomes from USPTO patents with 853,638 reactions. Predict the reaction yield, written as a fraction of the theoretical maximum amount of product (1.0 means a 100% yield; for example, 0.34 means a 34% yield). (1) The reactants are [C:1]([C:4]1[N:8]([CH2:9][CH:10]2[CH2:15][CH2:14][CH2:13][CH2:12][CH2:11]2)[C:7]([CH3:16])=[C:6]([C:17]([O:19][CH2:20][CH3:21])=[O:18])[CH:5]=1)(=[O:3])[CH3:2].[N:22]1[CH:27]=[CH:26][CH:25]=[CH:24][C:23]=1[CH:28]=O.C1CCN2C(=NCCC2)CC1. The catalyst is C1COCC1. The product is [CH:10]1([CH2:9][N:8]2[C:4]([C:1](=[O:3])/[CH:2]=[CH:28]/[C:23]3[CH:24]=[CH:25][CH:26]=[CH:27][N:22]=3)=[CH:5][C:6]([C:17]([O:19][CH2:20][CH3:21])=[O:18])=[C:7]2[CH3:16])[CH2:11][CH2:12][CH2:13][CH2:14][CH2:15]1. The yield is 0.540. (2) The reactants are [C:1]([C:5]1[CH:12]=[CH:11][C:10]([N+:13]([O-])=O)=[CH:9][C:6]=1[C:7]#[N:8])([CH3:4])([CH3:3])[CH3:2].C([O-])=O.[NH4+]. The catalyst is CCO.[Pd]. The product is [C:1]([C:5]1[CH:12]=[CH:11][C:10]([NH2:13])=[CH:9][C:6]=1[C:7]#[N:8])([CH3:4])([CH3:2])[CH3:3]. The yield is 0.910.